Dataset: Full USPTO retrosynthesis dataset with 1.9M reactions from patents (1976-2016). Task: Predict the reactants needed to synthesize the given product. (1) Given the product [N+:19]([C:10]1[CH:11]=[N:12][C:13]2[C:18]([C:9]=1[NH:30][CH2:29][CH:26]1[CH2:27][CH2:28][O:23][CH2:24][CH2:25]1)=[CH:17][CH:16]=[CH:15][CH:14]=2)([O-:21])=[O:20], predict the reactants needed to synthesize it. The reactants are: C(N(CC)CC)C.Cl[C:9]1[C:18]2[C:13](=[CH:14][CH:15]=[CH:16][CH:17]=2)[N:12]=[CH:11][C:10]=1[N+:19]([O-:21])=[O:20].Cl.[O:23]1[CH2:28][CH2:27][CH:26]([CH2:29][NH2:30])[CH2:25][CH2:24]1. (2) Given the product [CH3:21][C:20]([O:19][C:17]([N:8]1[CH2:9][CH2:10][C:11]2[C:16](=[CH:15][CH:14]=[CH:13][CH:12]=2)[C@@H:7]1[C:1]1[CH:2]=[CH:3][CH:4]=[CH:5][CH:6]=1)=[O:18])([CH3:23])[CH3:22], predict the reactants needed to synthesize it. The reactants are: [C:1]1([C@H:7]2[C:16]3[C:11](=[CH:12][CH:13]=[CH:14][CH:15]=3)[CH2:10][CH2:9][NH:8]2)[CH:6]=[CH:5][CH:4]=[CH:3][CH:2]=1.[C:17](OC([O-])=O)([O:19][C:20]([CH3:23])([CH3:22])[CH3:21])=[O:18].C1(C)C=CC=CC=1.C(=O)([O-])[O-].[K+].[K+]. (3) Given the product [CH2:20]([O:27][C:28](=[O:31])[CH2:29][N:13]1[C:9]([C:6]2[CH:7]=[CH:8][C:3]([O:2][CH3:1])=[CH:4][CH:5]=2)=[N:10][N:11]=[N:12]1)[C:21]1[CH:26]=[CH:25][CH:24]=[CH:23][CH:22]=1, predict the reactants needed to synthesize it. The reactants are: [CH3:1][O:2][C:3]1[CH:8]=[CH:7][C:6]([C:9]2[NH:13][N:12]=[N:11][N:10]=2)=[CH:5][CH:4]=1.C([O-])([O-])=O.[K+].[K+].[CH2:20]([O:27][C:28](=[O:31])[CH2:29]Br)[C:21]1[CH:26]=[CH:25][CH:24]=[CH:23][CH:22]=1. (4) Given the product [Cl:1][C:2]1[CH:3]=[C:4]([C:9]2[C:14]([C:15]3[CH:16]=[CH:17][C:18]4[N:19]([C:21]([C:24]5[NH:26][N:28]=[CH:30][N:35]=5)=[CH:22][N:23]=4)[CH:20]=3)=[CH:13][CH:12]=[CH:11][N:10]=2)[CH:5]=[CH:6][C:7]=1[F:8], predict the reactants needed to synthesize it. The reactants are: [Cl:1][C:2]1[CH:3]=[C:4]([C:9]2[C:14]([C:15]3[CH:16]=[CH:17][C:18]4[N:19]([C:21]([C:24]([NH2:26])=O)=[CH:22][N:23]=4)[CH:20]=3)=[CH:13][CH:12]=[CH:11][N:10]=2)[CH:5]=[CH:6][C:7]=1[F:8].C[N:28]([CH:30]=O)C.CC([N:35](C)C)=O. (5) Given the product [CH3:1][O:2][C:3]([CH3:8])([CH3:7])[CH2:4][CH2:5][O:6][CH2:11][C:10]([CH3:12])=[CH2:9], predict the reactants needed to synthesize it. The reactants are: [CH3:1][O:2][C:3]([CH3:8])([CH3:7])[CH2:4][CH2:5][OH:6].[CH2:9](Cl)[C:10](=[CH2:12])[CH3:11]. (6) Given the product [F:1][C:2]1[CH:7]=[CH:6][CH:5]=[CH:4][C:3]=1[N:8]1[C:16]2[C:11](=[C:12]([N:17]3[CH2:21][CH2:20][N:19]([C:34]4[N:39]=[CH:38][CH:37]=[CH:36][N:35]=4)[C:18]3=[O:22])[CH:13]=[CH:14][CH:15]=2)[CH:10]=[N:9]1, predict the reactants needed to synthesize it. The reactants are: [F:1][C:2]1[CH:7]=[CH:6][CH:5]=[CH:4][C:3]=1[N:8]1[C:16]2[C:11](=[C:12]([N:17]3[CH2:21][CH2:20][NH:19][C:18]3=[O:22])[CH:13]=[CH:14][CH:15]=2)[CH:10]=[N:9]1.CN[C@@H]1CCCC[C@H]1NC.Br[C:34]1[N:39]=[CH:38][CH:37]=[CH:36][N:35]=1.[O-]P([O-])([O-])=O.[K+].[K+].[K+]. (7) Given the product [N:21]1[CH:22]=[CH:23][CH:24]=[CH:25][C:20]=1/[CH:18]=[CH:19]/[C:2]1[C:10]2[NH:9][C:8]3[CH:11]4[CH2:17][CH2:16][N:14]([CH2:15][C:7]=3[C:6]=2[CH:5]=[CH:4][CH:3]=1)[CH2:13][CH2:12]4, predict the reactants needed to synthesize it. The reactants are: Br[C:2]1[C:10]2[NH:9][C:8]3[CH:11]4[CH2:17][CH2:16][N:14]([CH2:15][C:7]=3[C:6]=2[CH:5]=[CH:4][CH:3]=1)[CH2:13][CH2:12]4.[CH:18]([C:20]1[CH:25]=[CH:24][CH:23]=[CH:22][N:21]=1)=[CH2:19]. (8) Given the product [CH2:29]([N:25]1[CH2:26][CH2:27][O:28][C@H:23]([CH2:22][O:7][C:6]2[CH:5]=[CH:4][C:3]([Br:8])=[CH:2][CH:1]=2)[CH2:24]1)[C:30]1[CH:31]=[CH:32][CH:33]=[CH:34][CH:35]=1, predict the reactants needed to synthesize it. The reactants are: [CH:1]1[C:6]([OH:7])=[CH:5][CH:4]=[C:3]([Br:8])[CH:2]=1.[H-].[Na+].CC1C=CC(S(O[CH2:22][C@H:23]2[O:28][CH2:27][CH2:26][N:25]([CH2:29][C:30]3[CH:35]=[CH:34][CH:33]=[CH:32][CH:31]=3)[CH2:24]2)(=O)=O)=CC=1.